From a dataset of Catalyst prediction with 721,799 reactions and 888 catalyst types from USPTO. Predict which catalyst facilitates the given reaction. (1) Reactant: [CH3:1][O:2][C:3]1[CH:4]=[C:5]([CH:11]([CH:14]=O)[C:12]#[N:13])[CH:6]=[CH:7][C:8]=1[O:9][CH3:10].[NH2:16][NH2:17].[OH:18][C:19]1[CH:26]=[CH:25][C:22]([CH:23]=O)=[CH:21][CH:20]=1.[F:27][C:28]([F:33])([F:32])[C:29]([OH:31])=[O:30]. Product: [F:27][C:28]([F:33])([F:32])[C:29]([OH:31])=[O:30].[CH3:10][O:9][C:8]1[C:3]([O:2][CH3:1])=[CH:4][C:5]2[C:11]3[CH:14]=[N:17][NH:16][C:12]=3[N:13]=[C:23]([C:22]3[CH:25]=[CH:26][C:19]([OH:18])=[CH:20][CH:21]=3)[C:6]=2[CH:7]=1. The catalyst class is: 8. (2) Reactant: Br[C:2]1[C:3]([Cl:18])=[C:4]([NH:10][C:11](=[O:17])[O:12][C:13]([CH3:16])([CH3:15])[CH3:14])[CH:5]=[C:6]([C:8]#[N:9])[CH:7]=1.[Si:19]([O:26][C@H:27]1[C@H:32]([N:33]2[CH2:38][CH2:37][O:36][CH2:35][CH2:34]2)[CH2:31][CH2:30][NH:29][CH2:28]1)([C:22]([CH3:25])([CH3:24])[CH3:23])([CH3:21])[CH3:20].C1(P(C2C=CC=CC=2)C2C=CC3C(=CC=CC=3)C=2C2C3C(=CC=CC=3)C=CC=2P(C2C=CC=CC=2)C2C=CC=CC=2)C=CC=CC=1.C(=O)([O-])[O-].[Cs+].[Cs+]. Product: [C:13]([O:12][C:11](=[O:17])[NH:10][C:4]1[CH:5]=[C:6]([C:8]#[N:9])[CH:7]=[C:2]([N:29]2[CH2:30][CH2:31][C@@H:32]([N:33]3[CH2:38][CH2:37][O:36][CH2:35][CH2:34]3)[C@H:27]([O:26][Si:19]([C:22]([CH3:25])([CH3:24])[CH3:23])([CH3:20])[CH3:21])[CH2:28]2)[C:3]=1[Cl:18])([CH3:16])([CH3:15])[CH3:14]. The catalyst class is: 62. (3) Reactant: [C@@]12(CS(O)(=O)=O)C(C)(C)C(CC1)CC2=O.[Br:16][C:17]1[CH:18]=[C:19]2[C:23](=[CH:24][CH:25]=1)[CH2:22][C@H:21]([NH2:26])[CH2:20]2.CCN(C(C)C)C(C)C.Cl[C:37]([O:39][CH2:40][C:41]1[CH:46]=[CH:45][CH:44]=[CH:43][CH:42]=1)=[O:38].O. Product: [CH2:40]([O:39][C:37](=[O:38])[NH:26][C@@H:21]1[CH2:20][C:19]2[C:23](=[CH:24][CH:25]=[C:17]([Br:16])[CH:18]=2)[CH2:22]1)[C:41]1[CH:46]=[CH:45][CH:44]=[CH:43][CH:42]=1. The catalyst class is: 2. (4) The catalyst class is: 78. Reactant: C(OC([NH:11][C@H:12]1[CH2:15][C@@H:14]([C:16]([N:18]2[CH2:23][CH2:22][CH:21]([C:24]([O:26][CH2:27][CH3:28])=[O:25])[CH2:20][CH2:19]2)=[O:17])[C:13]1([CH3:30])[CH3:29])=O)C1C=CC=CC=1. Product: [NH2:11][C@H:12]1[CH2:15][C@@H:14]([C:16]([N:18]2[CH2:19][CH2:20][CH:21]([C:24]([O:26][CH2:27][CH3:28])=[O:25])[CH2:22][CH2:23]2)=[O:17])[C:13]1([CH3:29])[CH3:30]. (5) Reactant: Cl[C:2]1[N:3]=[N:4][C:5]([Cl:14])=[CH:6][C:7]=1[N:8]1[CH2:13][CH2:12][NH:11][CH2:10][CH2:9]1.[CH3:15][NH:16][CH3:17]. Product: [Cl:14][C:5]1[N:4]=[N:3][C:2]([N:16]([CH3:17])[CH3:15])=[C:7]([N:8]2[CH2:13][CH2:12][NH:11][CH2:10][CH2:9]2)[CH:6]=1. The catalyst class is: 5. (6) Reactant: [F:1][C:2]([F:13])([F:12])[C:3]([NH:5][C:6]1[CH:11]=[CH:10][CH:9]=[CH:8][CH:7]=1)=O. Product: [F:1][C:2]([F:12])([F:13])[CH2:3][NH:5][C:6]1[CH:11]=[CH:10][CH:9]=[CH:8][CH:7]=1. The catalyst class is: 1. (7) Reactant: [CH3:1][N+:2]([CH2:5][C@H:6]([NH2:11])[CH2:7][C:8]([O-:10])=[O:9])([CH3:4])[CH3:3].[CH3:12][C:13]1[CH:17]=[CH:16][O:15][C:14]=1[C:18]([NH:20][C:21]1[CH:36]=[CH:35][C:24]([C:25](ON2C(=O)CCC2=O)=[O:26])=[CH:23][CH:22]=1)=[O:19].CN(C=O)C.C(N(CC)CC)C. Product: [CH3:12][C:13]1[CH:17]=[CH:16][O:15][C:14]=1[C:18]([NH:20][C:21]1[CH:36]=[CH:35][C:24]([C:25]([NH:11][C@@H:6]([CH2:5][N+:2]([CH3:3])([CH3:4])[CH3:1])[CH2:7][C:8]([O-:10])=[O:9])=[O:26])=[CH:23][CH:22]=1)=[O:19]. The catalyst class is: 27. (8) Reactant: [C:1]([C:4]1[NH:8][C:7]2[CH:9]=[C:10]([Cl:12])[S:11][C:6]=2[CH:5]=1)([OH:3])=O.C1C=CC2N(O)N=NC=2C=1.CCN(C(C)C)C(C)C.[CH3:32][O:33][C:34]1[CH:39]=[CH:38][CH:37]=[CH:36][C:35]=1[CH2:40][CH2:41][NH2:42].CCN=C=NCCCN(C)C. Product: [Cl:12][C:10]1[S:11][C:6]2[CH:5]=[C:4]([C:1](=[O:3])[NH:42][CH2:41][CH2:40][C:35]3[CH:36]=[CH:37][CH:38]=[CH:39][C:34]=3[O:33][CH3:32])[NH:8][C:7]=2[CH:9]=1. The catalyst class is: 2. (9) Reactant: [N:1]([C:4]1[C:9]([CH:10]([CH3:12])[CH3:11])=[CH:8][CH:7]=[CH:6][C:5]=1[CH:13]([CH3:15])[CH3:14])=[C:2]=[O:3].[C:16]1([S:22]([C:25]2([CH2:30][NH2:31])[CH2:29][CH2:28][CH2:27][CH2:26]2)(=[O:24])=[O:23])[CH:21]=[CH:20][CH:19]=[CH:18][CH:17]=1. Product: [C:16]1([S:22]([C:25]2([CH2:30][NH:31][C:2]([NH:1][C:4]3[C:5]([CH:13]([CH3:15])[CH3:14])=[CH:6][CH:7]=[CH:8][C:9]=3[CH:10]([CH3:11])[CH3:12])=[O:3])[CH2:29][CH2:28][CH2:27][CH2:26]2)(=[O:23])=[O:24])[CH:17]=[CH:18][CH:19]=[CH:20][CH:21]=1. The catalyst class is: 4.